The task is: Predict the reaction yield, written as a fraction of the theoretical maximum amount of product (1.0 means a 100% yield; for example, 0.34 means a 34% yield).. This data is from Reaction yield outcomes from USPTO patents with 853,638 reactions. (1) The reactants are [CH2:1]([C:4]1([CH3:22])[C:8]2[N:9]=[C:10]([Cl:19])[N:11]=[C:12]([N:13]3[CH2:18][CH2:17][O:16][CH2:15][CH2:14]3)[C:7]=2[N:6]([CH3:20])[C:5]1=[O:21])[CH:2]=C.C[N+]1([O-])CC[O:27]CC1.S([O-])([O-])=O.[Na+].[Na+].I([O-])(=O)(=O)=O.[Na+]. The catalyst is C1COCC1.O.C(OCC)(=O)C.[Os](=O)(=O)(=O)=O.C(O)CCC. The product is [Cl:19][C:10]1[N:11]=[C:12]([N:13]2[CH2:14][CH2:15][O:16][CH2:17][CH2:18]2)[C:7]2[N:6]([CH3:20])[C:5](=[O:21])[C:4]([CH2:1][CH:2]=[O:27])([CH3:22])[C:8]=2[N:9]=1. The yield is 0.990. (2) The reactants are [C:1](=[NH:21])([O:3][CH2:4][CH2:5][C:6]1[CH:11]=[CH:10][C:9]([O:12][C:13]2[CH:18]=[CH:17][C:16]([CH3:19])=[C:15]([Cl:20])[CH:14]=2)=[CH:8][CH:7]=1)[NH2:2].[CH:22]([CH:24]([CH2:29][C:30]1[CH:31]=[N:32][CH:33]=[N:34][CH:35]=1)[C:25](OC)=O)=[O:23].C([O-])([O-])=O.[K+].[K+]. The catalyst is CN1C(=O)CCC1. The product is [Cl:20][C:15]1[CH:14]=[C:13]([O:12][C:9]2[CH:8]=[CH:7][C:6]([CH2:5][CH2:4][O:3][C:1]3[NH:2][CH:25]=[C:24]([CH2:29][C:30]4[CH:31]=[N:32][N:34]([CH3:33])[CH:35]=4)[C:22](=[O:23])[N:21]=3)=[CH:11][CH:10]=2)[CH:18]=[CH:17][C:16]=1[CH3:19]. The yield is 0.0683. (3) The reactants are [C:1]([CH:3]([CH2:9][C:10](=O)[C:11]1[CH:16]=[CH:15][CH:14]=[CH:13][CH:12]=1)[C:4]([O:6][CH2:7][CH3:8])=[O:5])#[N:2].[ClH:18]. The catalyst is O1CCCC1. The product is [Cl:18][C:1]1[NH:2][C:10]([C:11]2[CH:16]=[CH:15][CH:14]=[CH:13][CH:12]=2)=[CH:9][C:3]=1[C:4]([O:6][CH2:7][CH3:8])=[O:5]. The yield is 0.790.